Regression. Given two drug SMILES strings and cell line genomic features, predict the synergy score measuring deviation from expected non-interaction effect. From a dataset of NCI-60 drug combinations with 297,098 pairs across 59 cell lines. (1) Drug 1: C1=CN(C=N1)CC(O)(P(=O)(O)O)P(=O)(O)O. Drug 2: CC1C(C(CC(O1)OC2CC(CC3=C2C(=C4C(=C3O)C(=O)C5=C(C4=O)C(=CC=C5)OC)O)(C(=O)CO)O)N)O.Cl. Cell line: UACC62. Synergy scores: CSS=34.0, Synergy_ZIP=-4.45, Synergy_Bliss=-0.489, Synergy_Loewe=-9.46, Synergy_HSA=-0.339. (2) Drug 1: C1CNP(=O)(OC1)N(CCCl)CCCl. Drug 2: CC1C(C(CC(O1)OC2CC(CC3=C2C(=C4C(=C3O)C(=O)C5=CC=CC=C5C4=O)O)(C(=O)C)O)N)O. Cell line: COLO 205. Synergy scores: CSS=48.0, Synergy_ZIP=-1.01, Synergy_Bliss=-2.17, Synergy_Loewe=-68.0, Synergy_HSA=-2.03.